Dataset: Forward reaction prediction with 1.9M reactions from USPTO patents (1976-2016). Task: Predict the product of the given reaction. Given the reactants [CH3:1][C:2]1([CH3:14])[CH2:13][CH2:12][C:5]2=[C:6]([C:9]([OH:11])=[O:10])[S:7][CH:8]=[C:4]2[CH2:3]1.[C:15]([Li])(C)(C)C.CI.C(O)(=O)CC(CC(O)=O)(C(O)=O)O, predict the reaction product. The product is: [CH3:15][C:8]1[S:7][C:6]([C:9]([OH:11])=[O:10])=[C:5]2[CH2:12][CH2:13][C:2]([CH3:14])([CH3:1])[CH2:3][C:4]=12.